The task is: Predict the reactants needed to synthesize the given product.. This data is from Full USPTO retrosynthesis dataset with 1.9M reactions from patents (1976-2016). (1) Given the product [Br:9][C:10]1[CH:23]=[CH:22][C:21]2[O:20][C:19]3[C:14](=[CH:15][CH:16]=[CH:17][CH:18]=3)[C:13](=[O:25])[C:12]=2[CH:11]=1, predict the reactants needed to synthesize it. The reactants are: S([O-])([O-])=O.[Na+].[Na+].BrBr.[Br:9][C:10]1[CH:23]=[CH:22][C:21]2[O:20][C:19]3[C:14](=[CH:15][C:16](Br)=[CH:17][CH:18]=3)[C:13](=[O:25])[C:12]=2[CH:11]=1. (2) Given the product [NH2:21][C:18]12[CH2:17][CH2:16][CH:15]([CH2:20][CH2:19]1)[CH2:14][N:13]1[C:32](=[O:35])[C:33]([OH:34])=[C:10]([C:8]([NH:7][CH2:6][C:5]3[CH:4]=[CH:3][C:2]([F:1])=[CH:37][CH:36]=3)=[O:9])[N:11]=[C:12]21, predict the reactants needed to synthesize it. The reactants are: [F:1][C:2]1[CH:37]=[CH:36][C:5]([CH2:6][NH:7][C:8]([C:10]2[N:11]=[C:12]3[C:18]4([NH:21]C(=O)OCC5C=CC=CC=5)[CH2:19][CH2:20][CH:15]([CH2:16][CH2:17]4)[CH2:14][N:13]3[C:32](=[O:35])[C:33]=2[OH:34])=[O:9])=[CH:4][CH:3]=1.[H][H]. (3) Given the product [CH3:21][O:22][C:23]1[CH:30]=[CH:29][C:28]([O:31][CH3:32])=[CH:27][C:24]=1/[CH:25]=[CH:6]/[CH:7]=[CH:8]/[C:9]([N:10]1[CH2:11][CH2:12][CH2:13][CH2:14][CH2:15]1)=[O:16], predict the reactants needed to synthesize it. The reactants are: C(OP(=O)(OCC)O[CH2:6]/[CH:7]=[CH:8]/[C:9](=[O:16])[N:10]1[CH2:15][CH2:14][CH2:13][CH2:12][CH2:11]1)C.[CH3:21][O:22][C:23]1[CH:30]=[CH:29][C:28]([O:31][CH3:32])=[CH:27][C:24]=1[CH:25]=O.CC(C)([O-])C.[K+]. (4) Given the product [CH3:21][O:20][C:10]1[CH:11]=[C:12]([CH2:17][O:18][CH3:19])[CH:13]=[C:14]([O:15][CH3:16])[C:9]=1[C:8]1[N:4]2[N:3]=[C:2]([S:24]([CH3:23])(=[O:26])=[O:25])[CH:22]=[C:5]2[S:6][CH:7]=1, predict the reactants needed to synthesize it. The reactants are: Br[C:2]1[CH:22]=[C:5]2[S:6][CH:7]=[C:8]([C:9]3[C:14]([O:15][CH3:16])=[CH:13][C:12]([CH2:17][O:18][CH3:19])=[CH:11][C:10]=3[O:20][CH3:21])[N:4]2[N:3]=1.[CH3:23][S:24]([O-:26])=[O:25].[Na+].N1CCC[C@H]1C(O)=O.[OH-].[Na+]. (5) The reactants are: [C:1]1([C:11]([OH:13])=[O:12])[C:10]2[C:5](=[CH:6][CH:7]=[CH:8][CH:9]=2)[CH:4]=[CH:3][CH:2]=1.Br[CH:15]([CH2:17][CH3:18])[CH3:16]. Given the product [CH:15]([O:12][C:11]([C:1]1[C:10]2[C:5](=[CH:6][CH:7]=[CH:8][CH:9]=2)[CH:4]=[CH:3][CH:2]=1)=[O:13])([CH2:17][CH3:18])[CH3:16], predict the reactants needed to synthesize it.